Dataset: Full USPTO retrosynthesis dataset with 1.9M reactions from patents (1976-2016). Task: Predict the reactants needed to synthesize the given product. Given the product [CH3:1][O:2][C:3]([C:5]1[CH:6]=[N:7][C:8]([O:12][CH:13]2[CH2:17][CH2:16][CH2:15][CH2:14]2)=[C:9]([C:20]2[CH:21]=[C:22]([C:25]([F:27])([F:28])[F:26])[CH:23]=[CH:24][C:19]=2[Cl:18])[CH:10]=1)=[O:4], predict the reactants needed to synthesize it. The reactants are: [CH3:1][O:2][C:3]([C:5]1[CH:6]=[N:7][C:8]([O:12][CH:13]2[CH2:17][CH2:16][CH2:15][CH2:14]2)=[C:9](Br)[CH:10]=1)=[O:4].[Cl:18][C:19]1[CH:24]=[CH:23][C:22]([C:25]([F:28])([F:27])[F:26])=[CH:21][C:20]=1B(O)O.C1(P(C2C=CC=CC=2)C2C=CC=CC=2)C=CC=CC=1.C(N(CC)CC)C.